Task: Regression. Given two drug SMILES strings and cell line genomic features, predict the synergy score measuring deviation from expected non-interaction effect.. Dataset: Merck oncology drug combination screen with 23,052 pairs across 39 cell lines Drug 1: CCN(CC)CCNC(=O)c1c(C)[nH]c(C=C2C(=O)Nc3ccc(F)cc32)c1C. Drug 2: COC1=C2CC(C)CC(OC)C(O)C(C)C=C(C)C(OC(N)=O)C(OC)C=CC=C(C)C(=O)NC(=CC1=O)C2=O. Cell line: COLO320DM. Synergy scores: synergy=13.4.